This data is from Catalyst prediction with 721,799 reactions and 888 catalyst types from USPTO. The task is: Predict which catalyst facilitates the given reaction. (1) Reactant: [OH-].[Li+].C([O:5][C:6](=[O:38])[C:7]1[CH:12]=[C:11]([F:13])[CH:10]=[C:9]([NH:14][S:15]([CH2:18][CH:19]2[CH2:22][N:21]([CH:23]([C:31]3[CH:36]=[CH:35][C:34]([Cl:37])=[CH:33][CH:32]=3)[C:24]3[CH:29]=[CH:28][C:27]([Cl:30])=[CH:26][CH:25]=3)[CH2:20]2)(=[O:17])=[O:16])[CH:8]=1)C.O1CCCC1.P([O-])([O-])(O)=O.[Na+].[Na+]. Product: [Cl:37][C:34]1[CH:35]=[CH:36][C:31]([CH:23]([C:24]2[CH:25]=[CH:26][C:27]([Cl:30])=[CH:28][CH:29]=2)[N:21]2[CH2:22][CH:19]([CH2:18][S:15]([NH:14][C:9]3[CH:8]=[C:7]([CH:12]=[C:11]([F:13])[CH:10]=3)[C:6]([OH:38])=[O:5])(=[O:16])=[O:17])[CH2:20]2)=[CH:32][CH:33]=1. The catalyst class is: 280. (2) Reactant: CS(O[CH2:6][C:7]1[N:19]=[C:18]2[N:9]([C:10]([NH:25][CH2:26][C:27]3[CH:32]=[CH:31][C:30]([O:33][CH3:34])=[CH:29][C:28]=3[O:35][CH3:36])=[N:11][C:12]3[C:17]2=[CH:16][CH:15]=[C:14]2[O:20][C:21]([F:24])([F:23])[O:22][C:13]=32)[N:8]=1)(=O)=O.[Cl-:37].[Li+]. Product: [Cl:37][CH2:6][C:7]1[N:19]=[C:18]2[N:9]([C:10]([NH:25][CH2:26][C:27]3[CH:32]=[CH:31][C:30]([O:33][CH3:34])=[CH:29][C:28]=3[O:35][CH3:36])=[N:11][C:12]3[C:17]2=[CH:16][CH:15]=[C:14]2[O:20][C:21]([F:24])([F:23])[O:22][C:13]=32)[N:8]=1. The catalyst class is: 21. (3) Reactant: [Li]CCCC.Br[C:7]1[CH:8]=[N:9][CH:10]=[CH:11][CH:12]=1.[Cl:13][C:14]1[CH:19]=[CH:18][C:17]([C:20]([C:22]2[CH:23]=[CH:24][C:25]3[N:31]4[N:32]=[N:33][N:34]=[C:30]4[CH2:29][S:28][CH:27]([C:35]4[CH:40]=[CH:39][CH:38]=[C:37]([Cl:41])[CH:36]=4)[C:26]=3[CH:42]=2)=[O:21])=[CH:16][CH:15]=1.CCOC(C)=O. Product: [Cl:41][C:37]1[CH:36]=[C:35]([CH:27]2[C:26]3[CH:42]=[C:22]([C:20]([C:17]4[CH:18]=[CH:19][C:14]([Cl:13])=[CH:15][CH:16]=4)([C:7]4[CH:8]=[N:9][CH:10]=[CH:11][CH:12]=4)[OH:21])[CH:23]=[CH:24][C:25]=3[N:31]3[N:32]=[N:33][N:34]=[C:30]3[CH2:29][S:28]2)[CH:40]=[CH:39][CH:38]=1. The catalyst class is: 385. (4) Reactant: [Si:1]([OH:8])([C:4]([CH3:7])([CH3:6])[CH3:5])([CH3:3])[CH3:2].ClC([CH:12]=[CH:13][SiH3:14])Cl.[CH2:15](N(CC)CC)C.[CH2:22]([NH:26][CH2:27][CH2:28][CH2:29][CH3:30])[CH2:23][CH2:24][CH3:25]. Product: [C:4]([Si:1]([CH3:3])([CH3:2])[O:8][Si:14]([N:26]([CH2:27][CH2:28][CH2:29][CH3:30])[CH2:22][CH2:23][CH2:24][CH3:25])([CH3:15])[CH:13]=[CH2:12])([CH3:7])([CH3:6])[CH3:5]. The catalyst class is: 4. (5) Reactant: [C:1]([O:5][CH2:6][CH3:7])(=[O:4])[CH2:2][OH:3].[OH-].[Na+].Cl[C:11]1[N:21]=[CH:20][CH:19]=[CH:18][C:12]=1[C:13](OCC)=[O:14]. Product: [OH:14][C:13]1[C:12]2[C:11](=[N:21][CH:20]=[CH:19][CH:18]=2)[O:3][C:2]=1[C:1]([O:5][CH2:6][CH3:7])=[O:4]. The catalyst class is: 57.